Dataset: NCI-60 drug combinations with 297,098 pairs across 59 cell lines. Task: Regression. Given two drug SMILES strings and cell line genomic features, predict the synergy score measuring deviation from expected non-interaction effect. (1) Drug 1: C(=O)(N)NO. Drug 2: CC1=C(C=C(C=C1)C(=O)NC2=CC(=CC(=C2)C(F)(F)F)N3C=C(N=C3)C)NC4=NC=CC(=N4)C5=CN=CC=C5. Cell line: A498. Synergy scores: CSS=0.897, Synergy_ZIP=0.481, Synergy_Bliss=0.196, Synergy_Loewe=-0.275, Synergy_HSA=-1.43. (2) Drug 1: CS(=O)(=O)OCCCCOS(=O)(=O)C. Drug 2: CCC1(C2=C(COC1=O)C(=O)N3CC4=CC5=C(C=CC(=C5CN(C)C)O)N=C4C3=C2)O.Cl. Cell line: SR. Synergy scores: CSS=81.3, Synergy_ZIP=2.17, Synergy_Bliss=2.06, Synergy_Loewe=2.91, Synergy_HSA=6.57. (3) Drug 1: CC1=CC=C(C=C1)C2=CC(=NN2C3=CC=C(C=C3)S(=O)(=O)N)C(F)(F)F. Drug 2: CCN(CC)CCNC(=O)C1=C(NC(=C1C)C=C2C3=C(C=CC(=C3)F)NC2=O)C. Cell line: M14. Synergy scores: CSS=-0.0485, Synergy_ZIP=-1.55, Synergy_Bliss=-2.61, Synergy_Loewe=-6.67, Synergy_HSA=-4.19.